Task: Predict the reaction yield, written as a fraction of the theoretical maximum amount of product (1.0 means a 100% yield; for example, 0.34 means a 34% yield).. Dataset: Reaction yield outcomes from USPTO patents with 853,638 reactions (1) The reactants are [CH:1](=O)[C:2]1[CH:7]=[CH:6][CH:5]=[CH:4][CH:3]=1.[C:9](#[N:13])[CH2:10][C:11]#[N:12].[CH3:14][C:15]1[CH2:19][C:18](=[O:20])[N:17]([C:21]2[CH:26]=[CH:25][CH:24]=[CH:23][CH:22]=2)[N:16]=1.[O-]S([O-])(=O)=O.[Na+].[Na+].CC[C@@H]1[C@@H]2C[C@@H]([C@H](O)C3C4C=C(OCC)C=CC=4N=CC=3)N(CC2)C1.Cl. The catalyst is C(Cl)Cl. The product is [NH2:12][C:11]1[O:20][C:18]2[N:17]([C:21]3[CH:26]=[CH:25][CH:24]=[CH:23][CH:22]=3)[N:16]=[C:15]([CH3:14])[C:19]=2[CH:1]([C:2]2[CH:7]=[CH:6][CH:5]=[CH:4][CH:3]=2)[C:10]=1[C:9]#[N:13]. The yield is 0.290. (2) The reactants are [NH2:1][C:2]1[CH:7]=[CH:6][N:5]=[CH:4][C:3]=1I.FC(F)(F)C(OC(=O)C(F)(F)F)=O.C(=O)([O-])[O-].[K+].[K+].Cl[CH2:29][CH2:30][CH2:31][C:32]#[CH:33].[I-].[Na+].[H-].[Na+]. The catalyst is C(#N)C.C1C=CC(P(C2C=CC=CC=2)C2C=CC=CC=2)=CC=1.C1C=CC(P(C2C=CC=CC=2)C2C=CC=CC=2)=CC=1.Cl[Pd]Cl.[Cu]I. The product is [CH2:31]1[C:30]2=[CH:29][C:3]3[CH:4]=[N:5][CH:6]=[CH:7][C:2]=3[N:1]2[CH2:33][CH2:32]1. The yield is 0.510. (3) The reactants are Cl[C:2]1[C:7]([C:8]([F:11])([F:10])[F:9])=[CH:6][N:5]=[C:4]([NH:12][C:13]2[CH:27]=[CH:26][C:16]([CH2:17][P:18](=[O:25])([O:22][CH2:23][CH3:24])[O:19][CH2:20][CH3:21])=[CH:15][CH:14]=2)[N:3]=1.[NH2:28][C:29]1[CH:30]=[CH:31][C:32]([Br:41])=[C:33]2[C:38]=1[C:37](=[O:39])[N:36]([CH3:40])[CH:35]=[CH:34]2. No catalyst specified. The product is [Br:41][C:32]1[CH:31]=[CH:30][C:29]([NH:28][C:2]2[C:7]([C:8]([F:10])([F:9])[F:11])=[CH:6][N:5]=[C:4]([NH:12][C:13]3[CH:14]=[CH:15][C:16]([CH2:17][P:18](=[O:25])([O:22][CH2:23][CH3:24])[O:19][CH2:20][CH3:21])=[CH:26][CH:27]=3)[N:3]=2)=[C:38]2[C:33]=1[CH:34]=[CH:35][N:36]([CH3:40])[C:37]2=[O:39]. The yield is 0.620. (4) The reactants are [CH2:1]([C:17]1([CH3:34])[CH2:26][CH2:25][C:24]2[C:19](=[C:20]([CH3:33])[C:21]([CH3:32])=[C:22]([O:28][CH2:29][CH2:30][OH:31])[C:23]=2[CH3:27])[O:18]1)[CH2:2][CH2:3][CH2:4][CH2:5][CH2:6][CH2:7][CH2:8][CH2:9][CH2:10][CH2:11][CH2:12][CH2:13][CH2:14][CH2:15][CH3:16].[C:35](=O)([O:44]N1C(=O)CCC1=O)[O:36][N:37]1[C:41](=[O:42])[CH2:40][CH2:39][C:38]1=[O:43].C(N(CC)CC)C.C(#N)C. The catalyst is ClCCl. The product is [CH2:1]([C:17]1([CH3:34])[CH2:26][CH2:25][C:24]2[C:19](=[C:20]([CH3:33])[C:21]([CH3:32])=[C:22]([O:28][CH2:29][CH2:30][O:31][C:35](=[O:44])[O:36][N:37]3[C:41](=[O:42])[CH2:40][CH2:39][C:38]3=[O:43])[C:23]=2[CH3:27])[O:18]1)[CH2:2][CH2:3][CH2:4][CH2:5][CH2:6][CH2:7][CH2:8][CH2:9][CH2:10][CH2:11][CH2:12][CH2:13][CH2:14][CH2:15][CH3:16]. The yield is 0.770. (5) The reactants are [NH2:1][C:2]1[N:3]=[CH:4][NH:5][C:6](=O)[C:7]=1[NH:8][C:9](=O)[CH3:10].P(Cl)(Cl)([Cl:15])=O. No catalyst specified. The product is [Cl:15][C:6]1[N:5]=[CH:4][N:3]=[C:2]2[C:7]=1[N:8]=[C:9]([CH3:10])[NH:1]2. The yield is 0.0600. (6) The reactants are F[C:2]1[CH:3]=[CH:4][C:5]2[C:6]3[N:7]([N:25]=[C:26]([NH2:28])[N:27]=3)[C:8]([CH2:12][C:13]3[CH:18]=[CH:17][C:16]([O:19][CH3:20])=[C:15]([O:21][CH3:22])[C:14]=3[O:23][CH3:24])=[N:9][C:10]=2[CH:11]=1.O1C2C=CC([CH2:38][C:39]3[N:48]4N=C(N)N=C4C4C=CC(F)=CC=4N=3)=CC=2OC1.[OH:54]CCN. No catalyst specified. The product is [NH2:28][C:26]1[N:27]=[C:6]2[N:7]([C:8]([CH2:12][C:13]3[CH:18]=[CH:17][C:16]([O:19][CH3:20])=[C:15]([O:21][CH3:22])[C:14]=3[O:23][CH3:24])=[N:9][C:10]3[CH:11]=[C:2]([NH:48][CH:39]([OH:54])[CH3:38])[CH:3]=[CH:4][C:5]=32)[N:25]=1. The yield is 0.270.